Dataset: HIV replication inhibition screening data with 41,000+ compounds from the AIDS Antiviral Screen. Task: Binary Classification. Given a drug SMILES string, predict its activity (active/inactive) in a high-throughput screening assay against a specified biological target. (1) The drug is NC(CCSCCSCCC(N)C(=O)O)C(=O)O. The result is 0 (inactive). (2) The compound is CC(OC(C)(C)C)C(NC(=O)OCC1c2ccccc2-c2ccccc21)C(=O)NC(Cc1ccccc1)C(=O)OCc1ccccc1. The result is 0 (inactive). (3) The molecule is OCC1OC(n2cnc3cccnc32)CC1O. The result is 0 (inactive). (4) The drug is N#CC(=Cc1ccccc1[N+](=O)[O-])c1ccccc1. The result is 0 (inactive). (5) The compound is CC1(C)OC2(C)CCC1C(O)C2N1CCCCC1. The result is 0 (inactive). (6) The molecule is CC(C)CC(NC(=O)C(Cc1ccccc1)NC(=O)C1CCCN1C(=O)OCc1ccccc1)C(=O)OC(C)(C)C. The result is 0 (inactive). (7) The molecule is CCOC(=O)CC(=O)N(c1ccc(OC)cc1)C(C(=O)OC)c1ccccc1. The result is 0 (inactive).